From a dataset of NCI-60 drug combinations with 297,098 pairs across 59 cell lines. Regression. Given two drug SMILES strings and cell line genomic features, predict the synergy score measuring deviation from expected non-interaction effect. (1) Drug 1: C1=NC2=C(N=C(N=C2N1C3C(C(C(O3)CO)O)O)F)N. Drug 2: CC1=C(N=C(N=C1N)C(CC(=O)N)NCC(C(=O)N)N)C(=O)NC(C(C2=CN=CN2)OC3C(C(C(C(O3)CO)O)O)OC4C(C(C(C(O4)CO)O)OC(=O)N)O)C(=O)NC(C)C(C(C)C(=O)NC(C(C)O)C(=O)NCCC5=NC(=CS5)C6=NC(=CS6)C(=O)NCCC[S+](C)C)O. Cell line: HT29. Synergy scores: CSS=3.24, Synergy_ZIP=-0.817, Synergy_Bliss=1.68, Synergy_Loewe=-3.60, Synergy_HSA=-0.740. (2) Drug 1: CC12CCC3C(C1CCC2O)C(CC4=C3C=CC(=C4)O)CCCCCCCCCS(=O)CCCC(C(F)(F)F)(F)F. Drug 2: CC1=C(C(=O)C2=C(C1=O)N3CC4C(C3(C2COC(=O)N)OC)N4)N. Cell line: SNB-75. Synergy scores: CSS=22.8, Synergy_ZIP=-8.75, Synergy_Bliss=2.10, Synergy_Loewe=-20.5, Synergy_HSA=1.23.